Dataset: CYP2C19 inhibition data for predicting drug metabolism from PubChem BioAssay. Task: Regression/Classification. Given a drug SMILES string, predict its absorption, distribution, metabolism, or excretion properties. Task type varies by dataset: regression for continuous measurements (e.g., permeability, clearance, half-life) or binary classification for categorical outcomes (e.g., BBB penetration, CYP inhibition). Dataset: cyp2c19_veith. (1) The result is 1 (inhibitor). The molecule is C[C@@H]1CC[C@H]2C(=O)O[C@H](CN=[N+]=[N-])CN2[C@@H]1c1ccc(Br)cc1. (2) The drug is COc1ccc(Oc2ncc3nc(C)c(=O)n(Cc4ccc(F)cc4)c3n2)cc1. The result is 1 (inhibitor). (3) The compound is O=C(c1cnccn1)N1CCC2(CCN(Cc3ccncc3)CC2)CC1. The result is 0 (non-inhibitor). (4) The drug is O=[N+]([O-])c1c(NCCO)cc(Sc2nc3ccccc3s2)c2nonc12. The result is 1 (inhibitor). (5) The compound is Cc1cnc(CNc2ncncc2-c2ccc3c(c2)OCO3)cn1. The result is 0 (non-inhibitor). (6) The drug is CO[C@@H]1COC(=O)[C@H](C)NC(=O)C/C=C\[C@@H](C)[C@H](OC)COC(=O)[C@H](C)NC(=O)C/C=C\[C@H]1C. The result is 0 (non-inhibitor).